From a dataset of Kir2.1 potassium channel HTS with 301,493 compounds. Binary Classification. Given a drug SMILES string, predict its activity (active/inactive) in a high-throughput screening assay against a specified biological target. (1) The result is 0 (inactive). The compound is o1nc(nc1CN1CCN(CC1)C(c1ccccc1)c1ccccc1)c1ccccc1. (2) The result is 0 (inactive). The compound is O1N=C(CC1Cn1nc(cc1C(=O)NCc1occc1)c1ccccc1)c1cccnc1. (3) The compound is S(=O)(=O)(N1CCN(CC1)CC(O)COc1c(F)cccc1)c1c(cccc1)C#N. The result is 0 (inactive). (4) The compound is S(c1n(Cc2ccccc2)c(=O)c2sccc2n1)C(C)C(OC)=O. The result is 0 (inactive). (5) The result is 0 (inactive). The compound is S=C(NCc1ccc(OC)cc1)Nc1ccc(OC)cc1. (6) The molecule is S(C(=S)N1CCN(CC1)C)CC(=O)Nc1sc(c(n1)C)C(OCC)=O. The result is 0 (inactive). (7) The drug is S(=O)(=O)(N1CCCCC1)c1cc(c(cc1)C)C(=O)NCCc1ccccc1. The result is 0 (inactive). (8) The drug is O=c1n(nc(c2c1cccc2)c1ccccc1)CC(=O)Nc1ncccc1. The result is 0 (inactive).